This data is from Full USPTO retrosynthesis dataset with 1.9M reactions from patents (1976-2016). The task is: Predict the reactants needed to synthesize the given product. (1) Given the product [F:1][C:2]1[CH:16]=[CH:15][CH:14]=[CH:13][C:3]=1[C:4]([C:5]1[CH:10]=[CH:9][CH:8]=[CH:7][C:6]=1[F:11])=[O:12], predict the reactants needed to synthesize it. The reactants are: [F:1][C:2]1[CH:16]=[CH:15][CH:14]=[CH:13][C:3]=1[CH:4]([OH:12])[C:5]1[CH:10]=[CH:9][CH:8]=[CH:7][C:6]=1[F:11]. (2) Given the product [N:1]1[C:10]2[C:5](=[CH:6][CH:7]=[CH:8][C:9]=2[C:11]([O:13][CH3:14])=[O:12])[CH:4]=[CH:3][CH:2]=1, predict the reactants needed to synthesize it. The reactants are: [N:1]1[C:10]2[C:5](=[CH:6][CH:7]=[CH:8][C:9]=2[C:11]([OH:13])=[O:12])[CH:4]=[CH:3][CH:2]=1.[C:14](O)(=O)C. (3) Given the product [C:12]1([C:11]2[C:5]3[C:6](=[N:7][CH:8]=[C:3]([C:1]4[NH:42][N:41]=[N:40][CH:2]=4)[N:4]=3)[O:9][C:10]=2[C:18]2[CH:23]=[CH:22][C:21]([C:24]3([NH:28][C:29](=[O:35])[O:30][C:31]([CH3:32])([CH3:34])[CH3:33])[CH2:27][CH2:26][CH2:25]3)=[CH:20][CH:19]=2)[CH:13]=[CH:14][CH:15]=[CH:16][CH:17]=1, predict the reactants needed to synthesize it. The reactants are: [C:1]([C:3]1[N:4]=[C:5]2[C:11]([C:12]3[CH:17]=[CH:16][CH:15]=[CH:14][CH:13]=3)=[C:10]([C:18]3[CH:23]=[CH:22][C:21]([C:24]4([NH:28][C:29](=[O:35])[O:30][C:31]([CH3:34])([CH3:33])[CH3:32])[CH2:27][CH2:26][CH2:25]4)=[CH:20][CH:19]=3)[O:9][C:6]2=[N:7][CH:8]=1)#[CH:2].[Si]([N:40]=[N+:41]=[N-:42])(C)(C)C.CO. (4) Given the product [NH2:26][C:25]([C:27]1[C:37]([NH:38][C@H:39]([CH3:42])[CH2:40][CH3:41])=[CH:36][C:30]([C:31]([OH:33])=[O:32])=[C:29]([NH:43][CH2:44][CH3:45])[CH:28]=1)=[O:10], predict the reactants needed to synthesize it. The reactants are: C[C@@H](N)CC.BrC1C=C(C#N)C(N[C@H](C)CC)=CC=1C(OCC)=[O:10].[C:25]([C:27]1[C:37]([NH:38][C@H:39]([CH3:42])[CH2:40][CH3:41])=[CH:36][C:30]([C:31]([O:33]CC)=[O:32])=[C:29]([NH:43][CH2:44][CH3:45])[CH:28]=1)#[N:26]. (5) Given the product [Cl:3][C:4]1[CH:5]=[CH:6][C:7]([C:11]2[N:15]([CH2:16][CH:17]3[CH2:18][CH2:19][CH2:20][CH2:21][CH2:22]3)[C:14]3[CH:23]=[C:24]([F:28])[C:25]([F:27])=[CH:26][C:13]=3[N:12]=2)=[C:8]([O:10][CH2:30][C:31]2[CH:36]=[CH:35][CH:34]=[CH:33][C:32]=2[Cl:37])[CH:9]=1, predict the reactants needed to synthesize it. The reactants are: [H-].[Na+].[Cl:3][C:4]1[CH:5]=[CH:6][C:7]([C:11]2[N:15]([CH2:16][CH:17]3[CH2:22][CH2:21][CH2:20][CH2:19][CH2:18]3)[C:14]3[CH:23]=[C:24]([F:28])[C:25]([F:27])=[CH:26][C:13]=3[N:12]=2)=[C:8]([OH:10])[CH:9]=1.Br[CH2:30][C:31]1[CH:36]=[CH:35][CH:34]=[CH:33][C:32]=1[Cl:37].